Dataset: Catalyst prediction with 721,799 reactions and 888 catalyst types from USPTO. Task: Predict which catalyst facilitates the given reaction. (1) Reactant: [Cl:1][C:2]1[C:7]([NH:8][C:9](=O)[C:10]([O:12][CH2:13][CH3:14])=[O:11])=[CH:6][CH:5]=[C:4]([Cl:16])[N:3]=1.COC1C=CC(P2(SP(C3C=CC(OC)=CC=3)(=S)S2)=[S:26])=CC=1. Product: [Cl:1][C:2]1[C:7]([NH:8][C:9](=[S:26])[C:10]([O:12][CH2:13][CH3:14])=[O:11])=[CH:6][CH:5]=[C:4]([Cl:16])[N:3]=1. The catalyst class is: 11. (2) Reactant: F[B-](F)(F)F.[O:6]=[N+:7]=[O:8].[Br:9][C:10]1[CH:11]=[C:12]2[C:16](=[CH:17][C:18]=1[Cl:19])[NH:15][N:14]=[C:13]2[NH:20][C:21](=[O:25])[CH2:22][CH2:23][CH3:24].C(OCC)(=O)C.C(=O)([O-])O.[Na+]. Product: [Br:9][C:10]1[CH:11]=[C:12]2[C:16](=[C:17]([N+:7]([O-:8])=[O:6])[C:18]=1[Cl:19])[NH:15][N:14]=[C:13]2[NH:20][C:21](=[O:25])[CH2:22][CH2:23][CH3:24]. The catalyst class is: 10. (3) Reactant: [F:1][C:2]1[CH:7]=[CH:6][C:5]([O:8][C:9](=[O:42])[N:10]([C@H:13]2[C@H:17]([C:18]3[CH:23]=[CH:22][C:21]([Cl:24])=[CH:20][CH:19]=3)[CH2:16][N:15]([C:25]([CH:27]3[CH2:32][CH2:31][N:30]([C:33]4[CH:38]=[CH:37][C:36]([C:39](=[O:41])[CH3:40])=[CH:35][N:34]=4)[CH2:29][CH2:28]3)=[O:26])[CH2:14]2)[CH2:11][CH3:12])=[CH:4][CH:3]=1.[BH4-].[Na+].O. Product: [F:1][C:2]1[CH:7]=[CH:6][C:5]([O:8][C:9](=[O:42])[N:10]([C@H:13]2[C@H:17]([C:18]3[CH:19]=[CH:20][C:21]([Cl:24])=[CH:22][CH:23]=3)[CH2:16][N:15]([C:25]([CH:27]3[CH2:32][CH2:31][N:30]([C:33]4[CH:38]=[CH:37][C:36]([CH:39]([OH:41])[CH3:40])=[CH:35][N:34]=4)[CH2:29][CH2:28]3)=[O:26])[CH2:14]2)[CH2:11][CH3:12])=[CH:4][CH:3]=1. The catalyst class is: 1. (4) Reactant: C[O:2][C:3](=O)[CH2:4][CH:5]([C:10]1[CH:15]=[CH:14][CH:13]=[CH:12][CH:11]=1)[CH2:6][N+:7]([O-])=O. Product: [C:10]1([CH:5]2[CH2:6][NH:7][C:3](=[O:2])[CH2:4]2)[CH:15]=[CH:14][CH:13]=[CH:12][CH:11]=1. The catalyst class is: 94.